From a dataset of Full USPTO retrosynthesis dataset with 1.9M reactions from patents (1976-2016). Predict the reactants needed to synthesize the given product. (1) Given the product [CH3:8][C:9]1[C:18]2[C:13](=[C:14]([N+:19]([O-:21])=[O:20])[CH:15]=[CH:16][CH:17]=2)[CH:12]=[C:11]([NH:22][C:5](=[O:7])[CH3:6])[N:10]=1, predict the reactants needed to synthesize it. The reactants are: C(O[C:5](=[O:7])[CH3:6])(=O)C.[CH3:8][C:9]1[C:18]2[C:13](=[C:14]([N+:19]([O-:21])=[O:20])[CH:15]=[CH:16][CH:17]=2)[CH:12]=[C:11]([NH2:22])[N:10]=1.C(N(CC)CC)C. (2) Given the product [OH:39][CH2:14][CH2:24][O:7][C:6]1([C:5]2[CH:8]=[CH:9][C:2]([OH:1])=[CH:3][CH:4]=2)[O:13][CH2:10][CH2:11][O:12]1, predict the reactants needed to synthesize it. The reactants are: [OH:1][C:2]1[CH:9]=[CH:8][C:5]([CH:6]=[O:7])=[CH:4][CH:3]=1.[CH2:10]([OH:13])[CH2:11][OH:12].[C:14]1([CH3:24])C(S([O-])(=O)=O)=CC=CC=1.[NH+]1C=CC=CC=1.O.C1(C)C=CC(S(O)(=O)=[O:39])=CC=1.C(=O)(O)[O-].[Na+]. (3) Given the product [OH:2][C:3]1[CH:4]=[C:5]([CH2:18][C:17]([OH:20])=[O:19])[CH:6]=[C:7]([C:9]([F:10])([F:11])[F:12])[CH:8]=1, predict the reactants needed to synthesize it. The reactants are: C[O:2][C:3]1[CH:4]=[C:5](CC#N)[CH:6]=[C:7]([C:9]([F:12])([F:11])[F:10])[CH:8]=1.Br.[C:17]([OH:20])(=[O:19])[CH3:18]. (4) Given the product [F:17][C:2]([F:1])([F:16])[C:3]1[CH:4]=[C:5]([C:9]2([OH:15])[CH2:10][CH2:11][N:12]([C:19]3[CH:20]=[CH:21][C:22]4[N:23]([C:25]([C:28]([F:29])([F:31])[F:30])=[N:26][N:27]=4)[N:24]=3)[CH2:13][CH2:14]2)[CH:6]=[N:7][CH:8]=1, predict the reactants needed to synthesize it. The reactants are: [F:1][C:2]([F:17])([F:16])[C:3]1[CH:4]=[C:5]([C:9]2([OH:15])[CH2:14][CH2:13][NH:12][CH2:11][CH2:10]2)[CH:6]=[N:7][CH:8]=1.Cl[C:19]1[CH:20]=[CH:21][C:22]2[N:23]([C:25]([C:28]([F:31])([F:30])[F:29])=[N:26][N:27]=2)[N:24]=1. (5) The reactants are: [C:9](O[C:9]([O:11][C:12]([CH3:15])([CH3:14])[CH3:13])=[O:10])([O:11][C:12]([CH3:15])([CH3:14])[CH3:13])=[O:10].[NH2:16][C:17]1[CH:22]=[CH:21][N:20]=[CH:19][CH:18]=1.Cl. Given the product [C:12]([O:11][C:9](=[O:10])[NH:16][C:17]1[CH:22]=[CH:21][N:20]=[CH:19][CH:18]=1)([CH3:13])([CH3:14])[CH3:15], predict the reactants needed to synthesize it. (6) Given the product [C:1]([O:5][C:6]([N:8]1[CH2:13][CH2:12][CH:11]([NH:14][C:18]2[N:19]=[CH:20][C:21]([C:24]3[CH:25]=[CH:26][C:27]([O:30][CH3:31])=[CH:28][CH:29]=3)=[CH:22][N:23]=2)[CH2:10][CH2:9]1)=[O:7])([CH3:4])([CH3:2])[CH3:3], predict the reactants needed to synthesize it. The reactants are: [C:1]([O:5][C:6]([N:8]1[CH2:13][CH2:12][CH:11]([NH2:14])[CH2:10][CH2:9]1)=[O:7])([CH3:4])([CH3:3])[CH3:2].[H-].[Na+].Cl[C:18]1[N:23]=[CH:22][C:21]([C:24]2[CH:29]=[CH:28][C:27]([O:30][CH3:31])=[CH:26][CH:25]=2)=[CH:20][N:19]=1.